Dataset: Peptide-MHC class II binding affinity with 134,281 pairs from IEDB. Task: Regression. Given a peptide amino acid sequence and an MHC pseudo amino acid sequence, predict their binding affinity value. This is MHC class II binding data. (1) The peptide sequence is GELQIVYKIDAAFKI. The MHC is DRB1_0802 with pseudo-sequence DRB1_0802. The binding affinity (normalized) is 0.573. (2) The peptide sequence is GRRGAAEVLVVLSEL. The MHC is DRB3_0101 with pseudo-sequence DRB3_0101. The binding affinity (normalized) is 0. (3) The peptide sequence is AFILDGDNLFPSV. The MHC is DRB3_0101 with pseudo-sequence DRB3_0101. The binding affinity (normalized) is 0.922. (4) The peptide sequence is TVLAFPAGVCPTIGV. The MHC is HLA-DPA10103-DPB10201 with pseudo-sequence HLA-DPA10103-DPB10201. The binding affinity (normalized) is 0.305. (5) The peptide sequence is LRPTFDTRLMRLEDE. The MHC is HLA-DPA10103-DPB10201 with pseudo-sequence HLA-DPA10103-DPB10201. The binding affinity (normalized) is 0.166. (6) The peptide sequence is KMYFNLIDTKCYKLEHPV. The MHC is DRB3_0101 with pseudo-sequence DRB3_0101. The binding affinity (normalized) is 0.324.